The task is: Regression. Given a peptide amino acid sequence and an MHC pseudo amino acid sequence, predict their binding affinity value. This is MHC class I binding data.. This data is from Peptide-MHC class I binding affinity with 185,985 pairs from IEDB/IMGT. (1) The peptide sequence is FPVTPQVPLR. The MHC is HLA-B15:03 with pseudo-sequence HLA-B15:03. The binding affinity (normalized) is 0. (2) The peptide sequence is SVIDHIHYM. The MHC is HLA-B45:06 with pseudo-sequence HLA-B45:06. The binding affinity (normalized) is 0.213. (3) The peptide sequence is ITNDSYSKM. The MHC is H-2-Db with pseudo-sequence H-2-Db. The binding affinity (normalized) is 0. (4) The peptide sequence is HVTGRWNWW. The MHC is HLA-B51:01 with pseudo-sequence HLA-B51:01. The binding affinity (normalized) is 0.0847.